Dataset: Forward reaction prediction with 1.9M reactions from USPTO patents (1976-2016). Task: Predict the product of the given reaction. Given the reactants [CH3:1][C:2]1([CH3:14])[CH2:7][O:6][C:5]2([CH2:12][CH2:11][C:10](=[O:13])[CH2:9][CH2:8]2)[O:4][CH2:3]1.[CH2:15](Br)[CH:16]=[CH2:17], predict the reaction product. The product is: [CH2:17]([C:10]1([OH:13])[CH2:11][CH2:12][C:5]2([O:4][CH2:3][C:2]([CH3:14])([CH3:1])[CH2:7][O:6]2)[CH2:8][CH2:9]1)[CH:16]=[CH2:15].